From a dataset of Experimentally validated miRNA-target interactions with 360,000+ pairs, plus equal number of negative samples. Binary Classification. Given a miRNA mature sequence and a target amino acid sequence, predict their likelihood of interaction. (1) The miRNA is hsa-miR-518a-3p with sequence GAAAGCGCUUCCCUUUGCUGGA. The protein sequence of the target gene is MAVLLAAVLASSLYLQVAADFDGRWPRQIVSSIGLCRYGGRIDCCWGWARQSWGQCQPVCQPQCKHGECVGPNKCKCHPGFAGKTCNQDLNECGLKPRPCKHRCMNTFGSYKCYCLNGYMLLPDGSCSSALSCSMANCQYGCDVVKGQVRCQCPSPGLQLAPDGRTCVDIDECATGRVSCPRFRQCVNTFGSYICKCHTGFDLMYIGGKYQCHDIDECSLGQHQCSSYARCYNIHGSYKCQCRDGYEGDGLNCVYIPKVMIEPSGPIHMPERNGTISKGDGGHANRIPDAGSTRWPLKTP.... Result: 0 (no interaction). (2) The miRNA is hsa-miR-6858-3p with sequence CAGCCAGCCCCUGCUCACCCCU. The protein sequence of the target gene is MGWFTGIACLFWGVLLTARANYANGKNNVPRLKLSYKEMLESNNVITFNGLANSSSYHTFLLDEERSRLYVGAKDHIFSFNLVNIKDFQKIVWPVSYTRRDECKWAGKDILKECANFIKVLEAYNQTHLYACGTGAFHPICTYIEVGHHPEDNIFKLQDSHFENGRGKSPYDPKLLTASLLIDGELYSGTAADFMGRDFAIFRTLGHHHPIRTEQHDSRWLNDPRFISAHLIPESDNPEDDKVYFFFRENAIDGEHSGKATHARIGQICKNDFGGHRSLVNKWTTFLKARLICSVPGPNG.... Result: 0 (no interaction). (3) The miRNA is hsa-miR-3120-5p with sequence CCUGUCUGUGCCUGCUGUACA. The protein sequence of the target gene is MVTLAELLVLLAALLATVSGYFVSIDAHAEECFFERVTSGTKMGLIFEVAEGGFLDIDVEITGPDNKGIYKGDRESSGKYTFAAHMDGTYKFCFSNRMSTMTPKIVMFTIDIGEAPKGQDMETEAHQNKLEEMINELAVAMTAVKHEQEYMEVRERIHRAINDNTNSRVVLWSFFEALVLVAMTLGQIYYLKRFFEVRRVV. Result: 0 (no interaction). (4) The miRNA is hsa-miR-3064-3p with sequence UUGCCACACUGCAACACCUUACA. The protein sequence of the target gene is MPLELELCPGRWVGGQHPCFIIAEIGQNHQGDLDVAKRMIRMAKECGADCAKFQKSELEFKFNRKALERPYTSKHSWGKTYGEHKRHLEFSHDQYRELQRYAEEVGIFFTASGMDEMAVEFLHELNVPFFKVGSGDTNNFPYLEKTAKKGRPMVISSGMQSMDTMKQVYQIVKPLNPNFCFLQCTSAYPLQPEDVNLRVISEYQKLFPDIPIGYSGHETGIAISVAAVALGAKVLERHITLDKTWKGSDHSASLEPGELAELVRSVRLVERALGSPTKQLLPCEMACNEKLGKSVVAKVK.... Result: 0 (no interaction).